From a dataset of Oral bioavailability binary classification data from Ma et al.. Regression/Classification. Given a drug SMILES string, predict its absorption, distribution, metabolism, or excretion properties. Task type varies by dataset: regression for continuous measurements (e.g., permeability, clearance, half-life) or binary classification for categorical outcomes (e.g., BBB penetration, CYP inhibition). Dataset: bioavailability_ma. (1) The drug is CS(=O)(=O)OC[C@H](O)[C@@H](O)COS(C)(=O)=O. The result is 1 (high bioavailability). (2) The compound is OC[C@@H]1O[C@@](O)(CO)[C@H](O)[C@H]1O. The result is 1 (high bioavailability). (3) The compound is CN(C)[C@@H]1C(O)=C(C(N)=O)C(=O)[C@@]2(O)C(O)=C3C(=O)c4c(O)cccc4[C@@](C)(O)[C@H]3C[C@@H]12. The result is 1 (high bioavailability). (4) The drug is CC(C)(C)NCC(O)c1cc(O)cc(O)c1. The result is 0 (low bioavailability). (5) The molecule is NC(=O)NO. The result is 1 (high bioavailability). (6) The compound is C=CC(N)CCC(=O)O. The result is 1 (high bioavailability). (7) The drug is COc1cc2c(cc1OC)C1CC(=O)C(CC(C)C)CN1CC2. The result is 0 (low bioavailability).